This data is from Full USPTO retrosynthesis dataset with 1.9M reactions from patents (1976-2016). The task is: Predict the reactants needed to synthesize the given product. (1) The reactants are: O=C1C2C(=CC=CC=2)N=C(C(OCC)=O)N1.[Cl:17][C:18]1[CH:23]=[CH:22][CH:21]=[CH:20][C:19]=1[C:24]1[C:32]2[C:31](=[O:33])[NH:30][C:29]([C:34]([O:36]CC)=O)=[N:28][C:27]=2[S:26][CH:25]=1.C1(C(C2C=CC=CC=2)(C2C=CC=CC=2)N2C=NC(CCCOC3C=C(CN)C=CN=3)=N2)C=CC=CC=1.C1(C(C2C=CC=CC=2)(C2C=CC=CC=2)[N:82]2[CH:86]=[N:85][C:84]([O:87][CH2:88][CH2:89][O:90][C:91]3[CH:92]=[C:93]([CH2:97][NH2:98])[CH:94]=[CH:95][CH:96]=3)=[N:83]2)C=CC=CC=1. Given the product [Cl:17][C:18]1[CH:23]=[CH:22][CH:21]=[CH:20][C:19]=1[C:24]1[C:32]2[C:31](=[O:33])[NH:30][C:29]([C:34]([NH:98][CH2:97][C:93]3[CH:94]=[CH:95][CH:96]=[C:91]([O:90][CH2:89][CH2:88][O:87][C:84]4[N:85]=[CH:86][NH:82][N:83]=4)[CH:92]=3)=[O:36])=[N:28][C:27]=2[S:26][CH:25]=1, predict the reactants needed to synthesize it. (2) Given the product [CH2:2]([O:9][C:10]([NH:12][C@@H:13]([CH2:21][C:22]1[CH:23]=[CH:24][C:25]([O:28][S:40]([C:39]([F:58])([F:57])[F:38])(=[O:42])=[O:41])=[CH:26][CH:27]=1)[C:14]([O:16][C:17]([CH3:18])([CH3:20])[CH3:19])=[O:15])=[O:11])[C:3]1[CH:8]=[CH:7][CH:6]=[CH:5][CH:4]=1, predict the reactants needed to synthesize it. The reactants are: O.[CH2:2]([O:9][C:10]([NH:12][C@@H:13]([CH2:21][C:22]1[CH:27]=[CH:26][C:25]([OH:28])=[CH:24][CH:23]=1)[C:14]([O:16][C:17]([CH3:20])([CH3:19])[CH3:18])=[O:15])=[O:11])[C:3]1[CH:8]=[CH:7][CH:6]=[CH:5][CH:4]=1.C(N(C(C)C)C(C)C)C.[F:38][C:39]([F:58])([F:57])[S:40](N(C1C=CC=CC=1)[S:40]([C:39]([F:58])([F:57])[F:38])(=[O:42])=[O:41])(=[O:42])=[O:41].C([O-])(O)=O.[Na+]. (3) Given the product [F:14][C:15]([F:28])([F:29])[C:16]1[CH:17]=[C:18]([CH:21]=[C:22]([C:24]([F:27])([F:25])[F:26])[CH:23]=1)[CH2:19][CH:3]1[C:2](=[CH2:1])[CH2:6][CH2:5][C:4]1([CH:10]([CH3:12])[CH3:11])[C:7]([NH2:31])=[O:9], predict the reactants needed to synthesize it. The reactants are: [CH2:1]=[C:2]1[CH2:6][CH2:5][C:4]([CH:10]([CH3:12])[CH3:11])([C:7]([OH:9])=O)[CH2:3]1.Cl.[F:14][C:15]([F:29])([F:28])[C:16]1[CH:17]=[C:18]([CH:21]=[C:22]([C:24]([F:27])([F:26])[F:25])[CH:23]=1)[CH2:19]N.C[N:31](C1C=CC=CN=1)C.C(N(C(C)C)CC)(C)C.Cl.CN(C)CCCN=C=NCC. (4) Given the product [C:6]([OH:28])(=[O:5])[CH3:7].[NH:39]1[C:40]2[CH:46]=[CH:45][CH:44]=[CH:43][C:41]=2[N:42]=[C:38]1[NH:37][CH:34]1[CH2:33][CH2:32][CH:31]([CH2:30][NH:29][C:24](=[O:26])[CH2:23][N:12]2[C:13]3[CH:18]=[C:17]([O:19][CH3:20])[C:16]([O:21][CH3:22])=[CH:15][C:14]=3[CH:8]([CH2:7][C:6]([OH:5])=[O:28])[CH2:9][CH2:10][C:11]2=[O:27])[CH2:36][CH2:35]1, predict the reactants needed to synthesize it. The reactants are: C([O:5][C:6](=[O:28])[CH2:7][CH:8]1[C:14]2[CH:15]=[C:16]([O:21][CH3:22])[C:17]([O:19][CH3:20])=[CH:18][C:13]=2[N:12]([CH2:23][C:24]([O-:26])=O)[C:11](=[O:27])[CH2:10][CH2:9]1)(C)(C)C.[NH2:29][CH2:30][C@H:31]1[CH2:36][CH2:35][C@H:34]([NH:37][C:38]2[NH:42][C:41]3[CH:43]=[CH:44][CH:45]=[CH:46][C:40]=3[N:39]=2)[CH2:33][CH2:32]1. (5) Given the product [Br:1][C:2]1[CH:3]=[N:4][CH:5]=[CH:6][C:7]=1[O:12][CH2:11][C:10]([F:14])([F:13])[F:9], predict the reactants needed to synthesize it. The reactants are: [Br:1][C:2]1[CH:3]=[N:4][CH:5]=[CH:6][C:7]=1Cl.[F:9][C:10]([F:14])([F:13])[CH2:11][OH:12].CC(C)([O-])C.[K+].